This data is from Catalyst prediction with 721,799 reactions and 888 catalyst types from USPTO. The task is: Predict which catalyst facilitates the given reaction. (1) Reactant: [CH3:1][O:2][CH:3]([O:16][CH3:17])[C:4]1[C:13]([CH:14]=[O:15])=[CH:12][C:11]2[CH2:10][CH2:9][CH2:8][NH:7][C:6]=2[N:5]=1.[C:18]([C:20]1[C:21]([O:36][C@H:37]([CH3:41])[CH2:38][O:39][CH3:40])=[CH:22][C:23]([NH:26][C:27](=O)[O:28]C2C=CC=CC=2)=[N:24][CH:25]=1)#[N:19]. Product: [C:18]([C:20]1[C:21]([O:36][C@H:37]([CH3:41])[CH2:38][O:39][CH3:40])=[CH:22][C:23]([NH:26][C:27]([N:7]2[C:6]3[C:11](=[CH:12][C:13]([CH:14]=[O:15])=[C:4]([CH:3]([O:2][CH3:1])[O:16][CH3:17])[N:5]=3)[CH2:10][CH2:9][CH2:8]2)=[O:28])=[N:24][CH:25]=1)#[N:19]. The catalyst class is: 241. (2) Reactant: [F:1][C:2]1[CH:7]=[CH:6][C:5]([CH:8]([N:31]2[CH2:36][CH2:35][N:34]([CH3:37])[CH2:33][CH2:32]2)[CH2:9][N:10]2[CH2:15][CH2:14][N:13]([C:16](=O)[CH2:17][CH2:18][CH2:19][C:20]3[C:29]4[C:24](=[CH:25][CH:26]=[CH:27][CH:28]=4)[CH:23]=[CH:22][CH:21]=3)[CH2:12][CH2:11]2)=[CH:4][CH:3]=1.[H-].[Al+3].[Li+].[H-].[H-].[H-].[OH-].[Na+].CCOCC. Product: [F:1][C:2]1[CH:7]=[CH:6][C:5]([CH:8]([N:31]2[CH2:36][CH2:35][N:34]([CH3:37])[CH2:33][CH2:32]2)[CH2:9][N:10]2[CH2:15][CH2:14][N:13]([CH2:16][CH2:17][CH2:18][CH2:19][C:20]3[C:29]4[C:24](=[CH:25][CH:26]=[CH:27][CH:28]=4)[CH:23]=[CH:22][CH:21]=3)[CH2:12][CH2:11]2)=[CH:4][CH:3]=1. The catalyst class is: 7. (3) Reactant: [NH2:1][C:2]1[CH:25]=[CH:24][C:23]([Cl:26])=[CH:22][C:3]=1[C:4]([NH:6][C:7]1[CH:11]=[CH:10][N:9]([C:12]2[CH:17]=[CH:16][CH:15]=[C:14]([C:18]([F:21])([F:20])[F:19])[CH:13]=2)[N:8]=1)=[O:5].N1C=CC=CC=1.[CH3:33][N:34]([CH2:46][CH2:47][N:48]1[CH2:53][CH2:52][O:51][CH2:50][CH2:49]1)[C:35]([C:37]1[CH:38]=[C:39]([CH:43]=[CH:44][CH:45]=1)[C:40](Cl)=[O:41])=[O:36].N.[OH2:55]. Product: [F:19][C:18]([F:21])([F:20])[C:14]([OH:36])=[O:55].[Cl:26][C:23]1[CH:24]=[CH:25][C:2]([NH:1][C:40](=[O:41])[C:39]2[CH:43]=[CH:44][CH:45]=[C:37]([C:35]([N:34]([CH3:33])[CH2:46][CH2:47][N:48]3[CH2:49][CH2:50][O:51][CH2:52][CH2:53]3)=[O:36])[CH:38]=2)=[C:3]([C:4](=[O:5])[NH:6][C:7]2[CH:11]=[CH:10][N:9]([C:12]3[CH:17]=[CH:16][CH:15]=[C:14]([C:18]([F:20])([F:21])[F:19])[CH:13]=3)[N:8]=2)[CH:22]=1. The catalyst class is: 46. (4) Reactant: [F:1][C:2]1[CH:3]=[C:4]([CH:7]=[C:8]([O:11]C)[C:9]=1[OH:10])[CH:5]=[O:6].B(Br)(Br)Br.N#N. Product: [F:1][C:2]1[CH:3]=[C:4]([CH:7]=[C:8]([OH:11])[C:9]=1[OH:10])[CH:5]=[O:6]. The catalyst class is: 4.